Task: Regression. Given two drug SMILES strings and cell line genomic features, predict the synergy score measuring deviation from expected non-interaction effect.. Dataset: NCI-60 drug combinations with 297,098 pairs across 59 cell lines (1) Drug 1: CC1CCC2CC(C(=CC=CC=CC(CC(C(=O)C(C(C(=CC(C(=O)CC(OC(=O)C3CCCCN3C(=O)C(=O)C1(O2)O)C(C)CC4CCC(C(C4)OC)O)C)C)O)OC)C)C)C)OC. Drug 2: C(CCl)NC(=O)N(CCCl)N=O. Cell line: SK-MEL-28. Synergy scores: CSS=13.9, Synergy_ZIP=-4.58, Synergy_Bliss=-1.48, Synergy_Loewe=-6.63, Synergy_HSA=-0.152. (2) Drug 1: C1CCC(C1)C(CC#N)N2C=C(C=N2)C3=C4C=CNC4=NC=N3. Drug 2: CC1=C(C(CCC1)(C)C)C=CC(=CC=CC(=CC(=O)O)C)C. Cell line: DU-145. Synergy scores: CSS=12.5, Synergy_ZIP=-1.88, Synergy_Bliss=3.26, Synergy_Loewe=1.06, Synergy_HSA=3.73.